Regression. Given a peptide amino acid sequence and an MHC pseudo amino acid sequence, predict their binding affinity value. This is MHC class I binding data. From a dataset of Peptide-MHC class I binding affinity with 185,985 pairs from IEDB/IMGT. (1) The peptide sequence is SFYYIWKSY. The MHC is HLA-A68:01 with pseudo-sequence HLA-A68:01. The binding affinity (normalized) is 0.436. (2) The peptide sequence is AALDGTFQR. The MHC is HLA-A03:01 with pseudo-sequence HLA-A03:01. The binding affinity (normalized) is 0.193. (3) The peptide sequence is DRFYKTLRA. The binding affinity (normalized) is 0. The MHC is HLA-B15:03 with pseudo-sequence HLA-B15:03.